From a dataset of Full USPTO retrosynthesis dataset with 1.9M reactions from patents (1976-2016). Predict the reactants needed to synthesize the given product. The reactants are: [CH2:1]([N:3]1[C:7]([CH2:8][CH2:9][CH2:10][CH2:11]O)=[CH:6][C:5]([C:13]([NH2:15])=O)=[N:4]1)[CH3:2].C(=O)([O-])[O-].[Na+].[Na+].P(Cl)(Cl)([Cl:24])=O. Given the product [Cl:24][CH2:11][CH2:10][CH2:9][CH2:8][C:7]1[N:3]([CH2:1][CH3:2])[N:4]=[C:5]([C:13]#[N:15])[CH:6]=1, predict the reactants needed to synthesize it.